From a dataset of Forward reaction prediction with 1.9M reactions from USPTO patents (1976-2016). Predict the product of the given reaction. (1) Given the reactants [CH3:1][CH:2]1[CH2:6][C:5]2([CH2:11][CH2:10][N:9](C(OC(C)(C)C)=O)[CH2:8][CH2:7]2)[C:4](=[O:19])[N:3]1[C:20]1[CH2:21][O:22][C:23](=[O:25])[CH:24]=1.C(O)(C(F)(F)F)=O, predict the reaction product. The product is: [CH3:1][CH:2]1[CH2:6][C:5]2([CH2:7][CH2:8][NH:9][CH2:10][CH2:11]2)[C:4](=[O:19])[N:3]1[C:20]1[CH2:21][O:22][C:23](=[O:25])[CH:24]=1. (2) Given the reactants C(OC([N:8]1[CH2:17][CH2:16][C:15]2[NH:14][N:13]=[C:12]([C:18]3[CH:23]=[CH:22][C:21]([Cl:24])=[CH:20][CH:19]=3)[C:11]=2[CH2:10][CH2:9]1)=O)(C)(C)C.I[CH2:26][CH2:27][CH3:28].C(OC(N1CCC2C(=C(C3C=CC(Cl)=CC=3)N(CCC)N=2)CC1)=O)(C)(C)C, predict the reaction product. The product is: [Cl:24][C:21]1[CH:20]=[CH:19][C:18]([C:12]2[C:11]3[CH2:10][CH2:9][NH:8][CH2:17][CH2:16][C:15]=3[N:14]([CH2:26][CH2:27][CH3:28])[N:13]=2)=[CH:23][CH:22]=1. (3) The product is: [NH2:40][C:32]1[C:31]([C:29]([NH:28][C@H:26]([C:15]2[N:16]([C:20]3[CH:25]=[CH:24][CH:23]=[CH:22][CH:21]=3)[C:17](=[O:19])[C:18]3[C:13]([CH:14]=2)=[CH:12][CH:11]=[CH:10][C:9]=3[NH2:8])[CH3:27])=[O:30])=[C:35]2[N:36]=[CH:37][CH:38]=[CH:39][N:34]2[N:33]=1. Given the reactants COC1C=CC(C[NH:8][C:9]2[CH:10]=[CH:11][CH:12]=[C:13]3[C:18]=2[C:17](=[O:19])[N:16]([C:20]2[CH:25]=[CH:24][CH:23]=[CH:22][CH:21]=2)[C:15]([C@@H:26]([NH:28][C:29]([C:31]2[C:32]([NH:40]C(=O)OC(C)(C)C)=[N:33][N:34]4[CH:39]=[CH:38][CH:37]=[N:36][C:35]=24)=[O:30])[CH3:27])=[CH:14]3)=CC=1.C1(OC)C=CC=CC=1.C(O)(C(F)(F)F)=O.C(=O)(O)[O-], predict the reaction product.